From a dataset of Forward reaction prediction with 1.9M reactions from USPTO patents (1976-2016). Predict the product of the given reaction. (1) Given the reactants [F:1][C:2]([F:12])([F:11])[C:3]1[CH:8]=[CH:7][CH:6]=[CH:5][C:4]=1[NH:9][NH2:10].C(O[CH:16]=[C:17]([C:20]#[N:21])[C:18]#[N:19])C, predict the reaction product. The product is: [NH2:21][C:20]1[N:9]([C:4]2[CH:5]=[CH:6][CH:7]=[CH:8][C:3]=2[C:2]([F:11])([F:12])[F:1])[N:10]=[CH:16][C:17]=1[C:18]#[N:19]. (2) Given the reactants Cl[C:2]1[N:7]=[C:6]([C:8]2[CH:13]=[CH:12][C:11]([C:14]([F:17])([F:16])[F:15])=[C:10]([CH3:18])[CH:9]=2)[CH:5]=[C:4]([CH3:19])[N:3]=1.[Br:20][C:21]1[N:22]=[CH:23][NH:24][CH:25]=1, predict the reaction product. The product is: [Br:20][C:21]1[N:22]=[CH:23][N:24]([C:2]2[N:3]=[C:4]([CH3:19])[CH:5]=[C:6]([C:8]3[CH:13]=[CH:12][C:11]([C:14]([F:17])([F:16])[F:15])=[C:10]([CH3:18])[CH:9]=3)[N:7]=2)[CH:25]=1.